From a dataset of Forward reaction prediction with 1.9M reactions from USPTO patents (1976-2016). Predict the product of the given reaction. (1) The product is: [Cl:8][C:6]1[N:5]=[C:4]2[NH:9][CH:10]=[CH:11][C:3]2=[C:2]([C:17]2[C:16]([C:28]3[CH:33]=[CH:32][C:31]([N+:34]([O-:36])=[O:35])=[CH:30][CH:29]=3)=[N:15][N:14]([CH2:12][CH3:13])[CH:18]=2)[CH:7]=1. Given the reactants Br[C:2]1[CH:7]=[C:6]([Cl:8])[N:5]=[C:4]2[NH:9][CH:10]=[CH:11][C:3]=12.[CH2:12]([N:14]1[CH:18]=[C:17](B2OC(C)(C)C(C)(C)O2)[C:16]([C:28]2[CH:33]=[CH:32][C:31]([N+:34]([O-:36])=[O:35])=[CH:30][CH:29]=2)=[N:15]1)[CH3:13], predict the reaction product. (2) Given the reactants CC1C=CC(S(O[CH2:12][CH:13]2[CH2:17][C:16]3[CH:18]=[CH:19][CH:20]=[C:21]([C:22]4[CH:27]=[CH:26][CH:25]=[CH:24][C:23]=4[Cl:28])[C:15]=3[O:14]2)(=O)=O)=CC=1.[N-:29]=[N+:30]=[N-:31].[Na+].N(CC1CC2C=C(Cl)C=C(C3C=CSC=3)C=2O1)=[N+]=[N-], predict the reaction product. The product is: [N:29]([CH2:12][CH:13]1[CH2:17][C:16]2[CH:18]=[CH:19][CH:20]=[C:21]([C:22]3[CH:27]=[CH:26][CH:25]=[CH:24][C:23]=3[Cl:28])[C:15]=2[O:14]1)=[N+:30]=[N-:31]. (3) Given the reactants [Cl:1][C:2]1[C:11]2[CH:10]=[CH:9][CH:8]=[C:7]([S:12](Cl)(=[O:14])=[O:13])[C:6]=2[C:5]([F:16])=[CH:4][N:3]=1.[C:17]([O:21][C:22]([N:24]([C@@H:26]1[CH2:30][CH2:29][NH:28][CH2:27]1)[CH3:25])=[O:23])([CH3:20])([CH3:19])[CH3:18].[Cl:31]C1C2C=CC=C(S(Cl)(=O)=[O:43])C=2C(Br)=CN=1.C(O[C:52]([N:54]([CH:56]1[CH2:60][CH2:59][NH:58][CH2:57]1)C)=O)(C)(C)C, predict the reaction product. The product is: [C:17]([O:21][C:22]([N:24]([C@@H:26]1[CH2:30][CH2:29][N:28]([S:12]([C:7]2[C:6]3[C:5]([F:16])=[CH:4][N:3]=[C:2]([Cl:1])[C:11]=3[CH:10]=[CH:9][CH:8]=2)(=[O:14])=[O:13])[CH2:27]1)[CH3:25])=[O:23])([CH3:20])([CH3:18])[CH3:19].[OH:43][C:2]1[C:11]2[CH:10]=[CH:9][CH:8]=[C:7]([S:12]([N:58]3[CH2:59][CH2:60][C@@H:56]([NH:54][CH3:52])[CH2:57]3)(=[O:14])=[O:13])[C:6]=2[C:5]([F:16])=[CH:4][N:3]=1.[ClH:31]. (4) Given the reactants [Cl:1][C:2]1[CH:8]=[CH:7][CH:6]=[C:5]([CH3:9])[C:3]=1[NH2:4].[C:10]([O:14][C:15](=[O:25])[NH:16][C:17]1[S:18][C:19]([C:22](Cl)=[O:23])=[CH:20][N:21]=1)([CH3:13])([CH3:12])[CH3:11].C(NC(C)C)(C)C, predict the reaction product. The product is: [C:10]([O:14][C:15](=[O:25])[NH:16][C:17]1[S:18][C:19]([C:22](=[O:23])[NH:4][C:3]2[C:5]([CH3:9])=[CH:6][CH:7]=[CH:8][C:2]=2[Cl:1])=[CH:20][N:21]=1)([CH3:13])([CH3:11])[CH3:12]. (5) Given the reactants [Cl:1][C:2]1[CH:3]=[C:4]([CH:6]=[CH:7][C:8]=1[I:9])[NH2:5].C(O[CH:13]=[C:14]([C:20]([O:22][CH2:23][CH3:24])=[O:21])[C:15]([O:17][CH2:18][CH3:19])=[O:16])C, predict the reaction product. The product is: [Cl:1][C:2]1[CH:3]=[C:4]([NH:5][CH:13]=[C:14]([C:15]([O:17][CH2:18][CH3:19])=[O:16])[C:20]([O:22][CH2:23][CH3:24])=[O:21])[CH:6]=[CH:7][C:8]=1[I:9]. (6) Given the reactants [Si]([O:8][C:9]1[C:10]([CH:35]=[O:36])=[N:11][C:12]([CH2:15][CH2:16][CH2:17][CH2:18][NH:19][C:20]2[C:29]3[C:24](=[CH:25][CH:26]=[CH:27][CH:28]=3)[N:23]=[C:22]3[CH2:30][CH2:31][CH2:32][CH2:33][CH2:34][C:21]=23)=[CH:13][CH:14]=1)(C(C)(C)C)(C)C.CCCC[N+](CCCC)(CCCC)CCCC.[F-], predict the reaction product. The product is: [OH:8][C:9]1[C:10]([CH:35]=[O:36])=[N:11][C:12]([CH2:15][CH2:16][CH2:17][CH2:18][NH:19][C:20]2[C:29]3[C:24](=[CH:25][CH:26]=[CH:27][CH:28]=3)[N:23]=[C:22]3[CH2:30][CH2:31][CH2:32][CH2:33][CH2:34][C:21]=23)=[CH:13][CH:14]=1.